From a dataset of Full USPTO retrosynthesis dataset with 1.9M reactions from patents (1976-2016). Predict the reactants needed to synthesize the given product. (1) Given the product [CH2:3]([C:5]1[C:6]([C:18]2[CH:23]=[CH:22][CH:21]=[CH:20][CH:19]=2)=[C:7]([O:17][C:25]2[CH:32]=[CH:31][C:28]([CH:29]=[O:30])=[CH:27][CH:26]=2)[C:8]2[C:13]([CH:14]=1)=[CH:12][C:11]([O:15][CH3:16])=[CH:10][CH:9]=2)[CH3:4], predict the reactants needed to synthesize it. The reactants are: [H-].[Na+].[CH2:3]([C:5]1[C:6]([C:18]2[CH:23]=[CH:22][CH:21]=[CH:20][CH:19]=2)=[C:7]([OH:17])[C:8]2[C:13]([CH:14]=1)=[CH:12][C:11]([O:15][CH3:16])=[CH:10][CH:9]=2)[CH3:4].F[C:25]1[CH:32]=[CH:31][C:28]([CH:29]=[O:30])=[CH:27][CH:26]=1.O. (2) The reactants are: [CH3:1][C:2]1([CH3:21])[CH2:6][O:5][C:4](=[O:7])[CH:3]1[O:8][C:9]1[CH:16]=[CH:15][C:12]([C:13]#[N:14])=[C:11]([C:17]([F:20])([F:19])[F:18])[CH:10]=1.[CH3:22][C@H:23]([NH2:26])[CH2:24][CH3:25]. Given the product [CH:23]([NH:26][C:4](=[O:7])[CH:3]([O:8][C:9]1[CH:16]=[CH:15][C:12]([C:13]#[N:14])=[C:11]([C:17]([F:19])([F:18])[F:20])[CH:10]=1)[C:2]([CH3:21])([CH3:1])[CH2:6][OH:5])([CH2:24][CH3:25])[CH3:22], predict the reactants needed to synthesize it. (3) The reactants are: C([NH:5][S:6]([C:9]1[CH:10]=[C:11]([C:15]2[CH:20]=[CH:19][CH:18]=[C:17]([C:21]3[N:26]=[C:25]([C:27]4[CH:32]=[CH:31][C:30]([C:33]([F:36])([F:35])[F:34])=[C:29]([F:37])[CH:28]=4)[CH:24]=[C:23]([C:38]([F:41])([F:40])[F:39])[N:22]=3)[CH:16]=2)[CH:12]=[CH:13][CH:14]=1)(=[O:8])=[O:7])(C)(C)C.C(O)(C(F)(F)F)=O. Given the product [F:37][C:29]1[CH:28]=[C:27]([C:25]2[CH:24]=[C:23]([C:38]([F:39])([F:41])[F:40])[N:22]=[C:21]([C:17]3[CH:16]=[C:15]([C:11]4[CH:12]=[CH:13][CH:14]=[C:9]([S:6]([NH2:5])(=[O:8])=[O:7])[CH:10]=4)[CH:20]=[CH:19][CH:18]=3)[N:26]=2)[CH:32]=[CH:31][C:30]=1[C:33]([F:34])([F:36])[F:35], predict the reactants needed to synthesize it. (4) Given the product [Br:1][C:2]1[CH:10]=[CH:9][CH:8]=[C:7]([Cl:11])[C:3]=1[C:4]([NH:25][C:26]1[CH:31]=[CH:30][CH:29]=[CH:28][CH:27]=1)=[O:6], predict the reactants needed to synthesize it. The reactants are: [Br:1][C:2]1[CH:10]=[CH:9][CH:8]=[C:7]([Cl:11])[C:3]=1[C:4]([OH:6])=O.C(Cl)(=O)C(Cl)=O.C(N(CC)CC)C.[NH2:25][C:26]1[CH:31]=[CH:30][CH:29]=[CH:28][CH:27]=1. (5) Given the product [C:3]1([S:9]([N:12]2[C:20]3[C:15](=[CH:16][C:17]([CH2:21][CH3:22])=[CH:18][CH:19]=3)[CH2:14][CH2:13]2)(=[O:11])=[O:10])[CH:4]=[CH:5][CH:6]=[CH:7][CH:8]=1, predict the reactants needed to synthesize it. The reactants are: [BH4-].[Na+].[C:3]1([S:9]([N:12]2[C:20]3[C:15](=[CH:16][C:17]([C:21](=O)[CH3:22])=[CH:18][CH:19]=3)[CH2:14][CH2:13]2)(=[O:11])=[O:10])[CH:8]=[CH:7][CH:6]=[CH:5][CH:4]=1.[OH-].[Na+]. (6) Given the product [F:1][C:2]1[CH:10]=[CH:9][CH:8]=[C:7]2[C:3]=1[CH:4]=[CH:5][N:6]2[CH2:19][CH2:20][CH3:21], predict the reactants needed to synthesize it. The reactants are: [F:1][C:2]1[CH:10]=[CH:9][CH:8]=[C:7]2[C:3]=1[CH:4]=[CH:5][NH:6]2.[OH-].[K+].CN(C=O)C.Br[CH2:19][CH2:20][CH3:21]. (7) Given the product [CH3:15][O:17][C:1]([O:13][CH3:12])=[C:2]([C:5]#[N:6])[C:3]#[N:4], predict the reactants needed to synthesize it. The reactants are: [C:1](C#N)(C#N)=[C:2]([C:5]#[N:6])[C:3]#[N:4].N[C:12](N)=[O:13].[CH2:15]([O:17]CC)C. (8) The reactants are: [CH2:1]([C:3]1[N:4]=[C:5]([CH2:32][CH2:33][CH3:34])[N:6]([CH2:17][C:18]2[CH:23]=[CH:22][C:21]([C:24]3[C:25]([C:30]#[N:31])=[CH:26][CH:27]=[CH:28][CH:29]=3)=[CH:20][CH:19]=2)[C:7](=[O:16])[C:8]=1[C:9]1[CH:14]=[CH:13][C:12]([OH:15])=[CH:11][CH:10]=1)[CH3:2].I[CH2:36][C:37]([CH3:40])([CH3:39])[CH3:38].C(=O)([O-])[O-].[Cs+].[Cs+].CN(C)C=O. Given the product [CH3:36][C:37]([CH3:40])([CH3:39])[CH2:38][O:15][C:12]1[CH:11]=[CH:10][C:9]([C:8]2[C:7](=[O:16])[N:6]([CH2:17][C:18]3[CH:23]=[CH:22][C:21]([C:24]4[C:25]([C:30]#[N:31])=[CH:26][CH:27]=[CH:28][CH:29]=4)=[CH:20][CH:19]=3)[C:5]([CH2:32][CH2:33][CH3:34])=[N:4][C:3]=2[CH2:1][CH3:2])=[CH:14][CH:13]=1, predict the reactants needed to synthesize it.